This data is from Reaction yield outcomes from USPTO patents with 853,638 reactions. The task is: Predict the reaction yield, written as a fraction of the theoretical maximum amount of product (1.0 means a 100% yield; for example, 0.34 means a 34% yield). The reactants are [CH2:1]([O:8][C:9]1[N:10]=[N:11][C:12](Cl)=[CH:13][C:14]=1[O:15][CH2:16][C:17]1[CH:22]=[CH:21][CH:20]=[CH:19][CH:18]=1)[C:2]1[CH:7]=[CH:6][CH:5]=[CH:4][CH:3]=1.[Cl-].[Cl:25][C:26]1[CH:27]=[C:28]([CH:31]=[CH:32][CH:33]=1)[CH2:29][Zn+]. The catalyst is O1CCCC1.C1C=CC([P]([Pd]([P](C2C=CC=CC=2)(C2C=CC=CC=2)C2C=CC=CC=2)([P](C2C=CC=CC=2)(C2C=CC=CC=2)C2C=CC=CC=2)[P](C2C=CC=CC=2)(C2C=CC=CC=2)C2C=CC=CC=2)(C2C=CC=CC=2)C2C=CC=CC=2)=CC=1. The product is [CH2:1]([O:8][C:9]1[N:10]=[N:11][C:12]([CH2:29][C:28]2[CH:31]=[CH:32][CH:33]=[C:26]([Cl:25])[CH:27]=2)=[CH:13][C:14]=1[O:15][CH2:16][C:17]1[CH:22]=[CH:21][CH:20]=[CH:19][CH:18]=1)[C:2]1[CH:7]=[CH:6][CH:5]=[CH:4][CH:3]=1. The yield is 0.230.